This data is from Forward reaction prediction with 1.9M reactions from USPTO patents (1976-2016). The task is: Predict the product of the given reaction. (1) Given the reactants [NH2:1][C:2]1[CH:29]=[CH:28][C:5]([C:6]([NH:8][C@H:9]([C:25]([OH:27])=[O:26])[CH2:10][C:11]2[CH:16]=[CH:15][C:14]([C:17]3[CH:22]=[CH:21][CH:20]=[CH:19][C:18]=3[O:23][CH3:24])=[CH:13][CH:12]=2)=[O:7])=[C:4]([Cl:30])[CH:3]=1.[C:31]([N:38]1[CH:42]=[CH:41]N=C1)(N1C=CN=C1)=[S:32].C(N)[C:44]1[CH:49]=[CH:48]C=[CH:46][CH:45]=1.[CH2:51](Cl)Cl, predict the reaction product. The product is: [CH3:51][O:26][C:25](=[O:27])[C@H:9]([CH2:10][C:11]1[CH:12]=[CH:13][C:14]([C:17]2[CH:22]=[CH:21][CH:20]=[CH:19][C:18]=2[O:23][CH3:24])=[CH:15][CH:16]=1)[NH:8][C:6](=[O:7])[C:5]1[CH:28]=[CH:29][C:2]([NH:1][C:31]([NH:38][CH2:42][C:41]2[CH:48]=[CH:49][CH:44]=[CH:45][CH:46]=2)=[S:32])=[CH:3][C:4]=1[Cl:30]. (2) Given the reactants [Br-].[Cl:2][C:3]1[CH:4]=[C:5]2[C:10](=[CH:11][CH:12]=1)[N+:9]([CH2:13][C:14]([C:16]1[CH:21]=[CH:20][CH:19]=[CH:18][CH:17]=1)=[O:15])=[CH:8][CH:7]=[CH:6]2.BrCC(C1C=CC=CC=1)=O.ClC1C=C2C(=CC=1)[N:39]=[CH:38][CH:37]=[CH:36]2, predict the reaction product. The product is: [C:14]([C:13]1[N:9]2[C:10]3[C:5]([CH:6]=[CH:7][C:8]2=[C:37]([C:38]#[N:39])[CH:36]=1)=[CH:4][C:3]([Cl:2])=[CH:12][CH:11]=3)(=[O:15])[C:16]1[CH:21]=[CH:20][CH:19]=[CH:18][CH:17]=1. (3) Given the reactants [Na].[CH3:2][O-].[Na+:4].[Cl:5][C:6]1[CH:13]=[CH:12][C:9]([CH:10]=[O:11])=[C:8]([CH3:14])[N:7]=1.[Cl-].[NH4+], predict the reaction product. The product is: [CH3:10][O-:11].[Na+:4].[Cl:5][C:6]1[N:7]=[C:8]([CH3:14])[C:9]([C:10]#[CH:2])=[CH:12][CH:13]=1. (4) Given the reactants Cl[C:2]1[C:11]2[C:6](=[CH:7][C:8]([O:14][CH3:15])=[C:9]([O:12][CH3:13])[CH:10]=2)[N:5]=[CH:4][N:3]=1.[CH3:16][C:17]([C:19]1[CH:24]=[C:23]([O:25][CH3:26])[CH:22]=[CH:21][C:20]=1[OH:27])=[O:18], predict the reaction product. The product is: [CH3:13][O:12][C:9]1[CH:10]=[C:11]2[C:6](=[CH:7][C:8]=1[O:14][CH3:15])[N:5]=[CH:4][N:3]=[C:2]2[O:27][C:20]1[CH:21]=[CH:22][C:23]([O:25][CH3:26])=[CH:24][C:19]=1[C:17](=[O:18])[CH3:16]. (5) Given the reactants C[O:2][C:3]1[CH:11]=[CH:10][CH:9]=[C:8]2[C:4]=1[CH2:5][C:6](=[O:13])[N:7]2[CH3:12].Br, predict the reaction product. The product is: [OH:2][C:3]1[CH:11]=[CH:10][CH:9]=[C:8]2[C:4]=1[CH2:5][C:6](=[O:13])[N:7]2[CH3:12].